From a dataset of Reaction yield outcomes from USPTO patents with 853,638 reactions. Predict the reaction yield, written as a fraction of the theoretical maximum amount of product (1.0 means a 100% yield; for example, 0.34 means a 34% yield). (1) The reactants are [F:1][C:2]1[CH:10]=[CH:9][C:5]([C:6]([OH:8])=O)=[CH:4][C:3]=1[C:11]([F:14])([F:13])[F:12].Cl.[NH:16]1[CH2:19][CH2:18][CH2:17]1.CN(C(ON1N=NC2C=CC=NC1=2)=[N+](C)C)C.F[P-](F)(F)(F)(F)F.C(N(CC)C(C)C)(C)C.Cl. The catalyst is ClCCl. The product is [F:1][C:2]1[CH:10]=[CH:9][C:5]([C:6]([N:16]2[CH2:19][CH2:18][CH2:17]2)=[O:8])=[CH:4][C:3]=1[C:11]([F:14])([F:13])[F:12]. The yield is 0.780. (2) The reactants are [I:1][C:2]1[C:10]2[C:5](=[CH:6][CH:7]=[C:8]([NH2:11])[CH:9]=2)[N:4]([CH:12]2[CH2:17][CH2:16][CH2:15][CH2:14][O:13]2)[N:3]=1.[CH:18]1([CH:23]([C:27]2[CH:31]=[CH:30][S:29][CH:28]=2)[C:24](O)=[O:25])[CH2:22][CH2:21][CH2:20][CH2:19]1.CN(C(ON1N=NC2C=CC=CC1=2)=[N+](C)C)C.[B-](F)(F)(F)F.CCN(C(C)C)C(C)C. The catalyst is CO.C(Cl)Cl.CN(C=O)C. The product is [CH:18]1([CH:23]([C:27]2[CH:31]=[CH:30][S:29][CH:28]=2)[C:24]([NH:11][C:8]2[CH:9]=[C:10]3[C:5](=[CH:6][CH:7]=2)[N:4]([CH:12]2[CH2:17][CH2:16][CH2:15][CH2:14][O:13]2)[N:3]=[C:2]3[I:1])=[O:25])[CH2:22][CH2:21][CH2:20][CH2:19]1. The yield is 0.970.